Task: Predict the reactants needed to synthesize the given product.. Dataset: Full USPTO retrosynthesis dataset with 1.9M reactions from patents (1976-2016) Given the product [CH3:5][O:6][C:7](=[O:16])[CH2:8][CH2:9][CH2:10][C:11]1[S:12][C:13]([N+:1]([O-:4])=[O:2])=[CH:14][CH:15]=1, predict the reactants needed to synthesize it. The reactants are: [N+:1]([O-:4])(O)=[O:2].[CH3:5][O:6][C:7](=[O:16])[CH2:8][CH2:9][CH2:10][C:11]1[S:12][CH:13]=[CH:14][CH:15]=1.